Dataset: Peptide-MHC class II binding affinity with 134,281 pairs from IEDB. Task: Regression. Given a peptide amino acid sequence and an MHC pseudo amino acid sequence, predict their binding affinity value. This is MHC class II binding data. (1) The peptide sequence is NVNLQKQLLTNHLIN. The MHC is DRB1_1302 with pseudo-sequence DRB1_1302. The binding affinity (normalized) is 0.692. (2) The peptide sequence is MAMGTMAGCGYLMFLK. The MHC is DRB1_0801 with pseudo-sequence DRB1_0801. The binding affinity (normalized) is 0.457.